From a dataset of Full USPTO retrosynthesis dataset with 1.9M reactions from patents (1976-2016). Predict the reactants needed to synthesize the given product. Given the product [CH:9]1[C:18]2[C:13](=[CH:14][CH:15]=[CH:16][CH:17]=2)[CH:12]=[CH:11][C:10]=1[C:19]([C:7]1[CH:8]=[C:4]([C:1](=[O:3])[CH3:2])[NH:5][CH:6]=1)=[O:20], predict the reactants needed to synthesize it. The reactants are: [C:1]([C:4]1[NH:5][CH:6]=[CH:7][CH:8]=1)(=[O:3])[CH3:2].[CH:9]1[C:18]2[C:13](=[CH:14][CH:15]=[CH:16][CH:17]=2)[CH:12]=[CH:11][C:10]=1[C:19](Cl)=[O:20].[Cl-].[Al+3].[Cl-].[Cl-].